This data is from Retrosynthesis with 50K atom-mapped reactions and 10 reaction types from USPTO. The task is: Predict the reactants needed to synthesize the given product. (1) The reactants are: CCOC(=O)C(C)Br.CSc1c(Cl)c(-c2cc(O)c(Cl)cc2Cl)nn1C. Given the product CCOC(=O)C(C)Oc1cc(-c2nn(C)c(SC)c2Cl)c(Cl)cc1Cl, predict the reactants needed to synthesize it. (2) Given the product COC(=O)c1ccc(F)c(NC(=O)c2cnc3cc(C)ccn23)c1, predict the reactants needed to synthesize it. The reactants are: COC(=O)c1ccc(F)c(N)c1.Cc1ccn2c(C(=O)O)cnc2c1.